From a dataset of Full USPTO retrosynthesis dataset with 1.9M reactions from patents (1976-2016). Predict the reactants needed to synthesize the given product. (1) Given the product [CH3:26][C:27]1([NH:31][C:21]([C:17]2[N:18]([CH3:20])[N:19]=[C:15]([O:14][CH2:13][C:12]3[C:8]([C:5]4[CH:4]=[CH:3][C:2]([F:1])=[CH:7][CH:6]=4)=[N:9][O:10][C:11]=3[CH2:24][OH:25])[CH:16]=2)=[O:22])[CH2:30][O:29][CH2:28]1, predict the reactants needed to synthesize it. The reactants are: [F:1][C:2]1[CH:7]=[CH:6][C:5]([C:8]2[C:12]([CH2:13][O:14][C:15]3[CH:16]=[C:17]([C:21](O)=[O:22])[N:18]([CH3:20])[N:19]=3)=[C:11]([CH2:24][OH:25])[O:10][N:9]=2)=[CH:4][CH:3]=1.[CH3:26][C:27]1([NH2:31])[CH2:30][O:29][CH2:28]1. (2) The reactants are: [CH:1]1([CH2:4][N:5]2[C:13]3[CH:12]=[C:11]([NH:14][C:15](=[O:26])[C:16]4[CH:21]=[CH:20][C:19]([C:22]([OH:25])([CH3:24])[CH3:23])=[CH:18][CH:17]=4)[N:10]=[CH:9][C:8]=3[CH:7]=[CH:6]2)[CH2:3][CH2:2]1.C1C(=O)N([Br:34])C(=O)C1.CCOC(C)=O. Given the product [Br:34][C:7]1[C:8]2[CH:9]=[N:10][C:11]([NH:14][C:15](=[O:26])[C:16]3[CH:17]=[CH:18][C:19]([C:22]([OH:25])([CH3:23])[CH3:24])=[CH:20][CH:21]=3)=[CH:12][C:13]=2[N:5]([CH2:4][CH:1]2[CH2:3][CH2:2]2)[CH:6]=1, predict the reactants needed to synthesize it. (3) Given the product [NH2:18][CH2:17][C@@H:16]([NH:15][C:13]([C:4]1[CH:3]=[C:2]([Cl:1])[N:6]([C:7]2[N:11]([CH3:12])[N:10]=[CH:9][CH:8]=2)[CH:5]=1)=[O:14])[CH2:29][C:30]1[CH:35]=[CH:34][CH:33]=[C:32]([F:36])[CH:31]=1, predict the reactants needed to synthesize it. The reactants are: [Cl:1][C:2]1[N:6]([C:7]2[N:11]([CH3:12])[N:10]=[CH:9][CH:8]=2)[CH:5]=[C:4]([C:13]([NH:15][C@@H:16]([CH2:29][C:30]2[CH:35]=[CH:34][CH:33]=[C:32]([F:36])[CH:31]=2)[CH2:17][N:18]2C(=O)C3C(=CC=CC=3)C2=O)=[O:14])[CH:3]=1.ClC1C=NN(C)C=1N1C=CC(C(N[C@@H](CC2C=CC=C(F)C=2)CN2C(=O)C3C(=CC=CC=3)C2=O)=O)=C1.CO.NN. (4) Given the product [F:29][C:30]1[CH:31]=[C:32]([O:27][C:25]2[CH:24]=[C:14]([CH:13]=[C:12]([O:11][C@@H:10]([CH3:28])[CH2:9][OH:8])[CH:26]=2)[C:15]([NH:17][C:18]2[CH:22]=[CH:21][N:20]([CH3:23])[N:19]=2)=[O:16])[CH:33]=[C:34]([F:36])[CH:35]=1, predict the reactants needed to synthesize it. The reactants are: [Si]([O:8][CH2:9][C@H:10]([CH3:28])[O:11][C:12]1[CH:13]=[C:14]([CH:24]=[C:25]([OH:27])[CH:26]=1)[C:15]([NH:17][C:18]1[CH:22]=[CH:21][N:20]([CH3:23])[N:19]=1)=[O:16])(C(C)(C)C)(C)C.[F:29][C:30]1[CH:31]=[C:32](B(O)O)[CH:33]=[C:34]([F:36])[CH:35]=1.C(N(CC)CC)C. (5) The reactants are: [F:1][C:2]([F:23])([F:22])[O:3][C:4]1[CH:9]=[CH:8][C:7]([S:10]([C:13]2([CH:16]3[CH2:21][CH2:20][NH:19][CH2:18][CH2:17]3)[CH2:15][CH2:14]2)(=[O:12])=[O:11])=[CH:6][CH:5]=1.[N:24]1[CH:29]=[CH:28][C:27]([NH:30][C:31](=O)[O:32]C2C=CC=CC=2)=[CH:26][N:25]=1.C(N(C(C)C)C(C)C)C.O. Given the product [N:24]1[CH:29]=[CH:28][C:27]([NH:30][C:31]([N:19]2[CH2:20][CH2:21][CH:16]([C:13]3([S:10]([C:7]4[CH:6]=[CH:5][C:4]([O:3][C:2]([F:1])([F:22])[F:23])=[CH:9][CH:8]=4)(=[O:11])=[O:12])[CH2:15][CH2:14]3)[CH2:17][CH2:18]2)=[O:32])=[CH:26][N:25]=1, predict the reactants needed to synthesize it. (6) Given the product [F:1][C:2]1[CH:10]=[CH:9][C:8]([N:11]([CH3:20])[S:12]([C:15]2[S:16][CH:17]=[CH:18][CH:19]=2)(=[O:14])=[O:13])=[C:7]2[C:3]=1[CH:4]=[C:5]([C:24](=[S:36])[NH2:26])[N:6]2[CH2:21][O:22][CH3:23], predict the reactants needed to synthesize it. The reactants are: [F:1][C:2]1[CH:10]=[CH:9][C:8]([N:11]([CH3:20])[S:12]([C:15]2[S:16][CH:17]=[CH:18][CH:19]=2)(=[O:14])=[O:13])=[C:7]2[C:3]=1[CH:4]=[C:5]([C:24]([NH2:26])=O)[N:6]2[CH2:21][O:22][CH3:23].COC1C=CC(P2(SP(C3C=CC(OC)=CC=3)(=S)S2)=[S:36])=CC=1. (7) Given the product [ClH:32].[Cl:29][CH:2]([C:23]1[CH:28]=[CH:27][CH:26]=[CH:25][CH:24]=1)[C:3]1[CH:8]=[CH:7][C:6]([NH:9][C:10]([C@H:12]2[O:16][N:15]=[C:14]([C:17]3[CH:18]=[N:19][CH:20]=[CH:21][CH:22]=3)[CH2:13]2)=[O:11])=[CH:5][CH:4]=1, predict the reactants needed to synthesize it. The reactants are: O[CH:2]([C:23]1[CH:28]=[CH:27][CH:26]=[CH:25][CH:24]=1)[C:3]1[CH:8]=[CH:7][C:6]([NH:9][C:10]([C@H:12]2[O:16][N:15]=[C:14]([C:17]3[CH:18]=[N:19][CH:20]=[CH:21][CH:22]=3)[CH2:13]2)=[O:11])=[CH:5][CH:4]=1.[ClH:29].O=S(Cl)[Cl:32].